This data is from NCI-60 drug combinations with 297,098 pairs across 59 cell lines. The task is: Regression. Given two drug SMILES strings and cell line genomic features, predict the synergy score measuring deviation from expected non-interaction effect. (1) Drug 1: C1=CC(=C2C(=C1NCCNCCO)C(=O)C3=C(C=CC(=C3C2=O)O)O)NCCNCCO. Drug 2: CC(C)CN1C=NC2=C1C3=CC=CC=C3N=C2N. Cell line: RPMI-8226. Synergy scores: CSS=33.1, Synergy_ZIP=0.264, Synergy_Bliss=-4.85, Synergy_Loewe=-30.2, Synergy_HSA=-6.47. (2) Drug 1: C1=CN(C=N1)CC(O)(P(=O)(O)O)P(=O)(O)O. Drug 2: CN(CCCl)CCCl.Cl. Cell line: OVCAR-5. Synergy scores: CSS=-3.86, Synergy_ZIP=9.81, Synergy_Bliss=14.6, Synergy_Loewe=-1.62, Synergy_HSA=0.798. (3) Drug 1: CC(C1=C(C=CC(=C1Cl)F)Cl)OC2=C(N=CC(=C2)C3=CN(N=C3)C4CCNCC4)N. Drug 2: C#CCC(CC1=CN=C2C(=N1)C(=NC(=N2)N)N)C3=CC=C(C=C3)C(=O)NC(CCC(=O)O)C(=O)O. Cell line: CCRF-CEM. Synergy scores: CSS=38.6, Synergy_ZIP=2.73, Synergy_Bliss=3.44, Synergy_Loewe=1.44, Synergy_HSA=2.22. (4) Drug 1: CN(C(=O)NC(C=O)C(C(C(CO)O)O)O)N=O. Drug 2: N.N.Cl[Pt+2]Cl. Cell line: M14. Synergy scores: CSS=22.3, Synergy_ZIP=-4.77, Synergy_Bliss=-3.48, Synergy_Loewe=-6.06, Synergy_HSA=-2.68. (5) Drug 1: CC12CCC(CC1=CCC3C2CCC4(C3CC=C4C5=CN=CC=C5)C)O. Drug 2: C1=CC=C(C=C1)NC(=O)CCCCCCC(=O)NO. Cell line: SR. Synergy scores: CSS=53.3, Synergy_ZIP=-1.32, Synergy_Bliss=0.405, Synergy_Loewe=-4.52, Synergy_HSA=1.50. (6) Drug 1: C1=CC(=CC=C1C#N)C(C2=CC=C(C=C2)C#N)N3C=NC=N3. Drug 2: CCC1(CC2CC(C3=C(CCN(C2)C1)C4=CC=CC=C4N3)(C5=C(C=C6C(=C5)C78CCN9C7C(C=CC9)(C(C(C8N6C=O)(C(=O)OC)O)OC(=O)C)CC)OC)C(=O)OC)O.OS(=O)(=O)O. Cell line: UACC62. Synergy scores: CSS=1.93, Synergy_ZIP=-4.84, Synergy_Bliss=-8.05, Synergy_Loewe=-16.9, Synergy_HSA=-7.55. (7) Drug 1: C1CC(=O)NC(=O)C1N2C(=O)C3=CC=CC=C3C2=O. Drug 2: COCCOC1=C(C=C2C(=C1)C(=NC=N2)NC3=CC=CC(=C3)C#C)OCCOC.Cl. Cell line: NCIH23. Synergy scores: CSS=4.22, Synergy_ZIP=-5.70, Synergy_Bliss=-9.41, Synergy_Loewe=-6.98, Synergy_HSA=-5.87.